The task is: Predict which catalyst facilitates the given reaction.. This data is from Catalyst prediction with 721,799 reactions and 888 catalyst types from USPTO. (1) Reactant: CO.[Cl:3][C:4]1[CH:5]=[CH:6][C:7]([S:10][CH:11]([C:20]2[CH:25]=[C:24]([F:26])[CH:23]=[CH:22][C:21]=2[F:27])[CH2:12][CH2:13][CH2:14][CH2:15][S:16]([CH3:19])(=[O:18])=[O:17])=[N:8][CH:9]=1.[OH2:28].[OH:29]OS([O-])=O.[K+]. Product: [Cl:3][C:4]1[CH:5]=[CH:6][C:7]([S:10]([CH:11]([C:20]2[CH:25]=[C:24]([F:26])[CH:23]=[CH:22][C:21]=2[F:27])[CH2:12][CH2:13][CH2:14][CH2:15][S:16]([CH3:19])(=[O:18])=[O:17])(=[O:29])=[O:28])=[N:8][CH:9]=1. The catalyst class is: 866. (2) Reactant: Br[C:2]1[CH:3]=[CH:4][C:5]([O:11][C:12]2[CH:17]=[CH:16][C:15]([Cl:18])=[C:14]([Cl:19])[CH:13]=2)=[C:6]([CH:10]=1)[CH2:7][NH:8][CH3:9].[NH2:20][C:21]1[CH:25]=[CH:24][NH:23][N:22]=1.C(=O)([O-])[O-].[K+].[K+]. Product: [ClH:18].[ClH:18].[Cl:19][C:14]1[CH:13]=[C:12]([CH:17]=[CH:16][C:15]=1[Cl:18])[O:11][C:5]1[CH:4]=[CH:3][C:2]([N:23]2[CH:24]=[CH:25][C:21]([NH2:20])=[N:22]2)=[CH:10][C:6]=1[CH2:7][NH:8][CH3:9]. The catalyst class is: 536.